This data is from Forward reaction prediction with 1.9M reactions from USPTO patents (1976-2016). The task is: Predict the product of the given reaction. (1) Given the reactants [N+:1]([C:4]1[CH:13]=[C:12]2[C:7]([CH2:8][CH2:9][CH2:10][NH:11]2)=[CH:6][CH:5]=1)([O-:3])=[O:2].[F:14][C:15]1[CH:20]=[CH:19][C:18]([S:21](Cl)(=[O:23])=[O:22])=[CH:17][CH:16]=1.N1C=CC=CC=1, predict the reaction product. The product is: [F:14][C:15]1[CH:20]=[CH:19][C:18]([S:21]([N:11]2[C:12]3[C:7](=[CH:6][CH:5]=[C:4]([N+:1]([O-:3])=[O:2])[CH:13]=3)[CH2:8][CH2:9][CH2:10]2)(=[O:23])=[O:22])=[CH:17][CH:16]=1. (2) Given the reactants [CH2:1]([O:3][C:4]([C:6]1[CH:14]=[C:13]2[C:9]([CH:10]=[CH:11][NH:12]2)=[CH:8][CH:7]=1)=[O:5])[CH3:2].[CH3:15][O:16][C:17]1[CH:24]=[CH:23][C:20]([CH2:21]Br)=[CH:19][CH:18]=1.C(=O)([O-])[O-].[K+].[K+], predict the reaction product. The product is: [CH2:1]([O:3][C:4]([C:6]1[CH:14]=[C:13]2[C:9]([CH:10]=[CH:11][N:12]2[CH2:21][C:20]2[CH:23]=[CH:24][C:17]([O:16][CH3:15])=[CH:18][CH:19]=2)=[CH:8][CH:7]=1)=[O:5])[CH3:2].